This data is from Forward reaction prediction with 1.9M reactions from USPTO patents (1976-2016). The task is: Predict the product of the given reaction. (1) Given the reactants [CH:1]12[O:8][CH:5]([CH2:6][CH2:7]1)[CH2:4][N:3]([C:9]1[N:14]=[C:13]([C:15]3[CH:21]=[CH:20][C:18]([NH2:19])=[CH:17][CH:16]=3)[CH:12]=[CH:11][N:10]=1)[CH2:2]2.C(N(CC)CC)C.[CH2:29]([N:31]=[C:32]=[O:33])[CH3:30], predict the reaction product. The product is: [CH:1]12[O:8][CH:5]([CH2:6][CH2:7]1)[CH2:4][N:3]([C:9]1[N:14]=[C:13]([C:15]3[CH:21]=[CH:20][C:18]([NH:19][C:32]([NH:31][CH2:29][CH3:30])=[O:33])=[CH:17][CH:16]=3)[CH:12]=[CH:11][N:10]=1)[CH2:2]2. (2) Given the reactants FC(F)(F)S([O:6][S:7]([C:10]([F:13])([F:12])[F:11])(=[O:9])=[O:8])(=O)=O.[F:16][C:17]1[CH:22]=[CH:21][C:20]([C:23]2[CH:24]=[C:25]3[C:30](=[CH:31][CH:32]=2)[CH:29]=[C:28](O)[CH:27]=[CH:26]3)=[CH:19][CH:18]=1, predict the reaction product. The product is: [F:13][C:10]([F:11])([F:12])[S:7]([O:6][C:28]1[CH:27]=[CH:26][C:25]2[C:30](=[CH:31][CH:32]=[C:23]([C:20]3[CH:21]=[CH:22][C:17]([F:16])=[CH:18][CH:19]=3)[CH:24]=2)[CH:29]=1)(=[O:8])=[O:9]. (3) Given the reactants Br[C:2]1[CH:7]=[CH:6][C:5]([CH2:8][C:9]2[CH:26]=[CH:25][C:12]3[CH2:13][CH2:14][N:15]([C:18]([O:20][C:21]([CH3:24])([CH3:23])[CH3:22])=[O:19])[CH2:16][CH2:17][C:11]=3[CH:10]=2)=[CH:4][CH:3]=1.[NH:27]1[CH2:31][CH2:30][CH2:29][C:28]1=[O:32].C(=O)([O-])[O-].[K+].[K+].CC(N)C(C)N, predict the reaction product. The product is: [O:32]=[C:28]1[CH2:29][CH2:30][CH2:31][N:27]1[C:2]1[CH:7]=[CH:6][C:5]([CH2:8][C:9]2[CH:26]=[CH:25][C:12]3[CH2:13][CH2:14][N:15]([C:18]([O:20][C:21]([CH3:24])([CH3:23])[CH3:22])=[O:19])[CH2:16][CH2:17][C:11]=3[CH:10]=2)=[CH:4][CH:3]=1. (4) The product is: [OH:10][C:4]1[CH2:5][CH2:6][CH2:7][C:8](=[O:9])[C:3]=1[N:1]([C:3]1[C:8](=[O:9])[CH2:7][CH2:6][CH2:5][C:4]=1[OH:10])[C:18]1[CH:19]=[C:13]([CH:14]=[CH:15][CH:17]=1)[C:11]#[N:12]. Given the reactants [N+:1](=[C:3]1[C:8](=[O:9])[CH2:7][CH2:6][CH2:5][C:4]1=[O:10])=[N-].[C:11]([C:13]1[CH:14]=[C:15]([CH:17]=[CH:18][CH:19]=1)N)#[N:12], predict the reaction product. (5) The product is: [F:26][C:23]1([F:25])[O:22][C:21]2[CH:27]=[CH:28][C:18]([NH:17][C:15]([C:14]3[S:13][CH:12]=[N:11][C:10]=3[NH:9][CH2:8][C:6]3[CH:5]=[CH:4][N:3]=[C:2]([NH:1][C:30]([NH:29][C:32]4[CH:37]=[CH:36][CH:35]=[C:34]([O:38][CH3:39])[CH:33]=4)=[O:31])[CH:7]=3)=[O:16])=[CH:19][C:20]=2[O:24]1. Given the reactants [NH2:1][C:2]1[CH:7]=[C:6]([CH2:8][NH:9][C:10]2[N:11]=[CH:12][S:13][C:14]=2[C:15]([NH:17][C:18]2[CH:28]=[CH:27][C:21]3[O:22][C:23]([F:26])([F:25])[O:24][C:20]=3[CH:19]=2)=[O:16])[CH:5]=[CH:4][N:3]=1.[N:29]([C:32]1[CH:37]=[CH:36][CH:35]=[C:34]([O:38][CH3:39])[CH:33]=1)=[C:30]=[O:31], predict the reaction product.